This data is from Peptide-MHC class II binding affinity with 134,281 pairs from IEDB. The task is: Regression. Given a peptide amino acid sequence and an MHC pseudo amino acid sequence, predict their binding affinity value. This is MHC class II binding data. (1) The peptide sequence is ERIFKRFDTNGDGKI. The MHC is HLA-DPA10201-DPB10501 with pseudo-sequence HLA-DPA10201-DPB10501. The binding affinity (normalized) is 0.0901. (2) The peptide sequence is GTLVKTITNDQIEVT. The MHC is DRB1_0701 with pseudo-sequence DRB1_0701. The binding affinity (normalized) is 0.533.